From a dataset of Catalyst prediction with 721,799 reactions and 888 catalyst types from USPTO. Predict which catalyst facilitates the given reaction. (1) Reactant: [O:1]1[CH2:3][C@@H:2]1[CH2:4][N:5]1[C:13](=[O:14])[C:12]2[C:7](=[CH:8][CH:9]=[CH:10][CH:11]=2)[C:6]1=[O:15].[NH2:16][C:17]1[CH:22]=[CH:21][C:20]([N:23]2[CH2:28][CH2:27][O:26][CH2:25][C:24]2=[O:29])=[CH:19][CH:18]=1. Product: [OH:1][C@H:2]([CH2:3][NH:16][C:17]1[CH:18]=[CH:19][C:20]([N:23]2[CH2:28][CH2:27][O:26][CH2:25][C:24]2=[O:29])=[CH:21][CH:22]=1)[CH2:4][N:5]1[C:13](=[O:14])[C:12]2[C:7](=[CH:8][CH:9]=[CH:10][CH:11]=2)[C:6]1=[O:15]. The catalyst class is: 40. (2) Reactant: [Cl:1][C:2]1[CH:9]=[C:8]([Cl:10])[CH:7]=[CH:6][C:3]=1[CH2:4][NH2:5].C(N(CC)CC)C.[Cl:18][C:19]1[CH:24]=[C:23](Cl)[N:22]2[N:26]=[CH:27][CH:28]=[C:21]2[N:20]=1.C(=O)(O)[O-].[Na+]. Product: [Cl:18][C:19]1[CH:24]=[C:23]([NH:5][CH2:4][C:3]2[CH:6]=[CH:7][C:8]([Cl:10])=[CH:9][C:2]=2[Cl:1])[N:22]2[N:26]=[CH:27][CH:28]=[C:21]2[N:20]=1. The catalyst class is: 12. (3) Reactant: [CH2:1]([C:5]1[CH:10]=[CH:9][C:8]([OH:11])=[CH:7][C:6]=1[O:12][CH2:13][CH2:14][C:15]1[N:16]=[C:17]([C:21]2[CH:26]=[CH:25][CH:24]=[CH:23][CH:22]=2)[O:18][C:19]=1[CH3:20])[CH2:2][CH2:3][CH3:4].Br[C:28]([CH3:35])([CH3:34])[C:29]([O:31][CH2:32][CH3:33])=[O:30].C(=O)([O-])[O-].[Cs+].[Cs+]. Product: [CH2:32]([O:31][C:29](=[O:30])[C:28]([O:11][C:8]1[CH:9]=[CH:10][C:5]([CH2:1][CH2:2][CH2:3][CH3:4])=[C:6]([O:12][CH2:13][CH2:14][C:15]2[N:16]=[C:17]([C:21]3[CH:22]=[CH:23][CH:24]=[CH:25][CH:26]=3)[O:18][C:19]=2[CH3:20])[CH:7]=1)([CH3:35])[CH3:34])[CH3:33]. The catalyst class is: 3. (4) Reactant: [NH:1]([C:25]([O:27][C:28]([CH3:31])([CH3:30])[CH3:29])=[O:26])[C@H:2]([C:15]([O:17]N1C(=O)CCC1=O)=O)[CH2:3][CH2:4][C:5](=[O:14])[O:6]CC1C=CC=CC=1.[NH2:32][C@H:33]([C:35]([O:37][C:38]([CH3:41])([CH3:40])[CH3:39])=[O:36])[CH3:34].Cl.C(N(CC)CC)C. Product: [NH:1]([C:25]([O:27][C:28]([CH3:29])([CH3:30])[CH3:31])=[O:26])[C@H:2]([C:15]([NH:32][C@H:33]([C:35]([O:37][C:38]([CH3:41])([CH3:40])[CH3:39])=[O:36])[CH3:34])=[O:17])[CH2:3][CH2:4][C:5](=[O:14])[OH:6]. The catalyst class is: 3.